Dataset: NCI-60 drug combinations with 297,098 pairs across 59 cell lines. Task: Regression. Given two drug SMILES strings and cell line genomic features, predict the synergy score measuring deviation from expected non-interaction effect. (1) Cell line: A549. Synergy scores: CSS=57.2, Synergy_ZIP=-2.84, Synergy_Bliss=-0.157, Synergy_Loewe=1.19, Synergy_HSA=5.11. Drug 1: COC1=C(C=C2C(=C1)N=CN=C2NC3=CC(=C(C=C3)F)Cl)OCCCN4CCOCC4. Drug 2: C1=NC2=C(N1)C(=S)N=C(N2)N. (2) Drug 1: CN(C)C1=NC(=NC(=N1)N(C)C)N(C)C. Drug 2: C1=CC(=CC=C1CC(C(=O)O)N)N(CCCl)CCCl.Cl. Cell line: NCI-H460. Synergy scores: CSS=23.1, Synergy_ZIP=6.10, Synergy_Bliss=9.79, Synergy_Loewe=-5.90, Synergy_HSA=7.47. (3) Drug 1: C1=CC(=CC=C1CCCC(=O)O)N(CCCl)CCCl. Drug 2: CC1=C(C(CCC1)(C)C)C=CC(=CC=CC(=CC(=O)O)C)C. Cell line: SW-620. Synergy scores: CSS=11.5, Synergy_ZIP=-3.46, Synergy_Bliss=-5.36, Synergy_Loewe=-9.76, Synergy_HSA=-8.48. (4) Drug 1: CN(CC1=CN=C2C(=N1)C(=NC(=N2)N)N)C3=CC=C(C=C3)C(=O)NC(CCC(=O)O)C(=O)O. Drug 2: CC1=C(C(CCC1)(C)C)C=CC(=CC=CC(=CC(=O)O)C)C. Cell line: HOP-92. Synergy scores: CSS=16.3, Synergy_ZIP=-3.73, Synergy_Bliss=-2.32, Synergy_Loewe=-0.507, Synergy_HSA=0.926. (5) Drug 1: CC1=C2C(C(=O)C3(C(CC4C(C3C(C(C2(C)C)(CC1OC(=O)C(C(C5=CC=CC=C5)NC(=O)OC(C)(C)C)O)O)OC(=O)C6=CC=CC=C6)(CO4)OC(=O)C)OC)C)OC. Drug 2: CNC(=O)C1=NC=CC(=C1)OC2=CC=C(C=C2)NC(=O)NC3=CC(=C(C=C3)Cl)C(F)(F)F. Cell line: SF-539. Synergy scores: CSS=64.7, Synergy_ZIP=4.54, Synergy_Bliss=6.85, Synergy_Loewe=-13.9, Synergy_HSA=10.8. (6) Drug 1: C1CCC(C1)C(CC#N)N2C=C(C=N2)C3=C4C=CNC4=NC=N3. Drug 2: C1=CC(=CC=C1CC(C(=O)O)N)N(CCCl)CCCl.Cl. Cell line: RXF 393. Synergy scores: CSS=14.1, Synergy_ZIP=2.56, Synergy_Bliss=7.11, Synergy_Loewe=4.61, Synergy_HSA=6.30. (7) Drug 1: CC1=C(C(=CC=C1)Cl)NC(=O)C2=CN=C(S2)NC3=CC(=NC(=N3)C)N4CCN(CC4)CCO. Drug 2: C1=CN(C=N1)CC(O)(P(=O)(O)O)P(=O)(O)O. Cell line: SNB-75. Synergy scores: CSS=19.6, Synergy_ZIP=-3.16, Synergy_Bliss=3.94, Synergy_Loewe=-13.0, Synergy_HSA=3.28. (8) Drug 1: CCC1=C2CN3C(=CC4=C(C3=O)COC(=O)C4(CC)O)C2=NC5=C1C=C(C=C5)O. Drug 2: CC1=C(N=C(N=C1N)C(CC(=O)N)NCC(C(=O)N)N)C(=O)NC(C(C2=CN=CN2)OC3C(C(C(C(O3)CO)O)O)OC4C(C(C(C(O4)CO)O)OC(=O)N)O)C(=O)NC(C)C(C(C)C(=O)NC(C(C)O)C(=O)NCCC5=NC(=CS5)C6=NC(=CS6)C(=O)NCCC[S+](C)C)O. Cell line: KM12. Synergy scores: CSS=40.2, Synergy_ZIP=-11.0, Synergy_Bliss=-4.29, Synergy_Loewe=0.774, Synergy_HSA=2.22. (9) Drug 1: C1CCN(CC1)CCOC2=CC=C(C=C2)C(=O)C3=C(SC4=C3C=CC(=C4)O)C5=CC=C(C=C5)O. Drug 2: C1CNP(=O)(OC1)N(CCCl)CCCl. Cell line: HS 578T. Synergy scores: CSS=-16.6, Synergy_ZIP=6.35, Synergy_Bliss=1.73, Synergy_Loewe=-12.3, Synergy_HSA=-7.71. (10) Drug 1: C1C(C(OC1N2C=NC3=C2NC=NCC3O)CO)O. Drug 2: C1C(C(OC1N2C=NC(=NC2=O)N)CO)O. Cell line: RXF 393. Synergy scores: CSS=3.67, Synergy_ZIP=-2.49, Synergy_Bliss=-1.75, Synergy_Loewe=-3.04, Synergy_HSA=-2.00.